From a dataset of Merck oncology drug combination screen with 23,052 pairs across 39 cell lines. Regression. Given two drug SMILES strings and cell line genomic features, predict the synergy score measuring deviation from expected non-interaction effect. (1) Drug 1: O=C(O)C1(Cc2cccc(Nc3nccs3)n2)CCC(Oc2cccc(Cl)c2F)CC1. Drug 2: CNC(=O)c1cc(Oc2ccc(NC(=O)Nc3ccc(Cl)c(C(F)(F)F)c3)cc2)ccn1. Cell line: SKMES1. Synergy scores: synergy=-6.23. (2) Drug 1: CCN(CC)CCNC(=O)c1c(C)[nH]c(C=C2C(=O)Nc3ccc(F)cc32)c1C. Drug 2: CS(=O)(=O)CCNCc1ccc(-c2ccc3ncnc(Nc4ccc(OCc5cccc(F)c5)c(Cl)c4)c3c2)o1. Cell line: UWB1289BRCA1. Synergy scores: synergy=13.9.